This data is from Catalyst prediction with 721,799 reactions and 888 catalyst types from USPTO. The task is: Predict which catalyst facilitates the given reaction. (1) Reactant: F[C:2]1[C:7]([O:8][CH2:9][O:10][CH3:11])=[C:6]([CH3:12])[CH:5]=[CH:4][C:3]=1[O:13][CH2:14][O:15][CH3:16].[CH:17]1([C:20]#[N:21])[CH2:19][CH2:18]1.C[Si](N([K])[Si](C)(C)C)(C)C. Product: [CH3:11][O:10][CH2:9][O:8][C:7]1[C:6]([CH3:12])=[CH:5][CH:4]=[C:3]([O:13][CH2:14][O:15][CH3:16])[C:2]=1[C:17]1([C:20]#[N:21])[CH2:19][CH2:18]1. The catalyst class is: 11. (2) Reactant: [CH3:1][C:2]1[CH:7]=[C:6]([N+:8]([O-:10])=[O:9])[CH:5]=[CH:4][C:3]=1[OH:11].[Si:12](Cl)([C:15]([CH3:18])([CH3:17])[CH3:16])([CH3:14])[CH3:13]. Product: [C:15]([Si:12]([CH3:14])([CH3:13])[O:11][C:3]1[CH:4]=[CH:5][C:6]([N+:8]([O-:10])=[O:9])=[CH:7][C:2]=1[CH3:1])([CH3:18])([CH3:17])[CH3:16]. The catalyst class is: 3. (3) Reactant: [CH2:1]([O:3][C:4]1[N:5]=[C:6]2[C:11](=[CH:12][CH:13]=1)[NH:10][CH:9]=[C:8]([C:14]([O:16]CC)=[O:15])[C:7]2=[O:19])[CH3:2].[OH-].[Na+]. Product: [CH2:1]([O:3][C:4]1[N:5]=[C:6]2[C:11](=[CH:12][CH:13]=1)[NH:10][CH:9]=[C:8]([C:14]([OH:16])=[O:15])[C:7]2=[O:19])[CH3:2]. The catalyst class is: 8. (4) Reactant: [CH2:1]([O:8][C@H:9]([C:13]([CH3:33])([CH3:32])[CH2:14][O:15][S:16]([CH2:19][CH2:20][CH2:21][S:22]([O:25][C:26]1[CH:31]=[CH:30][CH:29]=[CH:28][CH:27]=1)(=[O:24])=[O:23])(=[O:18])=[O:17])[C:10]([OH:12])=[O:11])[C:2]1[CH:7]=[CH:6][CH:5]=[CH:4][CH:3]=1.[C:34](Cl)(=O)[C:35](Cl)=O.CN(C)C=O. Product: [CH2:1]([O:8][C@H:9]([C:13]([CH3:33])([CH3:32])[CH2:14][O:15][S:16]([CH2:19][CH2:20][CH2:21][S:22]([O:25][C:26]1[CH:27]=[CH:28][CH:29]=[CH:30][CH:31]=1)(=[O:23])=[O:24])(=[O:17])=[O:18])[C:10]([O:12][CH2:34][CH3:35])=[O:11])[C:2]1[CH:7]=[CH:6][CH:5]=[CH:4][CH:3]=1. The catalyst class is: 4. (5) Reactant: [C:1]([C:3]1[CH:11]=[CH:10][C:9]2[NH:8][C:7]3[CH:12]([CH2:15][C:16]([O:18][CH2:19][CH3:20])=[O:17])[CH2:13][CH2:14][C:6]=3[C:5]=2[CH:4]=1)#[N:2].[NH2:21][OH:22]. Product: [OH:22][N:21]=[C:1]([C:3]1[CH:11]=[CH:10][C:9]2[NH:8][C:7]3[CH:12]([CH2:15][C:16]([O:18][CH2:19][CH3:20])=[O:17])[CH2:13][CH2:14][C:6]=3[C:5]=2[CH:4]=1)[NH2:2]. The catalyst class is: 8.